From a dataset of Catalyst prediction with 721,799 reactions and 888 catalyst types from USPTO. Predict which catalyst facilitates the given reaction. Reactant: [OH:1][C:2]1[CH:7]=[CH:6][C:5]([C:8]2[N:9]=[C:10]3[CH:15]=[CH:14][C:13]([I:16])=[CH:12][N:11]3[CH:17]=2)=[CH:4][CH:3]=1.C(=O)([O-])[O-].[K+].[K+].Br[CH2:25][CH2:26][CH2:27][F:28].O. Product: [F:28][CH2:27][CH2:26][CH2:25][O:1][C:2]1[CH:3]=[CH:4][C:5]([C:8]2[N:9]=[C:10]3[CH:15]=[CH:14][C:13]([I:16])=[CH:12][N:11]3[CH:17]=2)=[CH:6][CH:7]=1. The catalyst class is: 695.